The task is: Predict the product of the given reaction.. This data is from Forward reaction prediction with 1.9M reactions from USPTO patents (1976-2016). (1) Given the reactants Br[C:2]1[CH:9]=[CH:8][CH:7]=[CH:6][C:3]=1[C:4]#[N:5].[B:10]1([B:10]2[O:14][C:13]([CH3:16])([CH3:15])[C:12]([CH3:18])([CH3:17])[O:11]2)[O:14][C:13]([CH3:16])([CH3:15])[C:12]([CH3:18])([CH3:17])[O:11]1.C([O-])(=O)C.[K+], predict the reaction product. The product is: [CH3:17][C:12]1([CH3:18])[C:13]([CH3:16])([CH3:15])[O:14][B:10]([C:2]2[CH:9]=[CH:8][CH:7]=[CH:6][C:3]=2[C:4]#[N:5])[O:11]1. (2) Given the reactants [C:9](O[C:9]([O:11][C:12]([CH3:15])([CH3:14])[CH3:13])=[O:10])([O:11][C:12]([CH3:15])([CH3:14])[CH3:13])=[O:10].[Si:16]([O:23][CH2:24][CH2:25][CH:26]1[NH:31][CH2:30][CH2:29][N:28]([CH:32]([CH2:37][C:38]2[CH:47]=[CH:46][C:45]3[C:40](=[CH:41][CH:42]=[CH:43][CH:44]=3)[CH:39]=2)[C:33]([NH:35][CH3:36])=[O:34])[C:27]1=O)([C:19]([CH3:22])([CH3:21])[CH3:20])([CH3:18])[CH3:17].C(N(CC)CC)C, predict the reaction product. The product is: [C:12]([O:11][C:9]([N:31]1[CH2:30][CH2:29][N:28]([CH:32]([C:33](=[O:34])[NH:35][CH3:36])[CH2:37][C:38]2[CH:47]=[CH:46][C:45]3[C:40](=[CH:41][CH:42]=[CH:43][CH:44]=3)[CH:39]=2)[CH2:27][CH:26]1[CH2:25][CH2:24][O:23][Si:16]([C:19]([CH3:22])([CH3:21])[CH3:20])([CH3:18])[CH3:17])=[O:10])([CH3:13])([CH3:14])[CH3:15].